From a dataset of Full USPTO retrosynthesis dataset with 1.9M reactions from patents (1976-2016). Predict the reactants needed to synthesize the given product. Given the product [OH:16][C@@H:11]1[C@@H:10]([NH:17][CH2:18][CH2:19][C:20]2[CH:25]=[CH:24][CH:23]=[CH:22][CH:21]=2)[C:9]2[CH:26]=[C:27]3[C:6]([NH:5][C:3](=[O:4])[CH2:2][O:28]3)=[CH:7][C:8]=2[O:13][C:12]1([CH3:15])[CH3:14], predict the reactants needed to synthesize it. The reactants are: Cl[CH2:2][C:3]([NH:5][C:6]1[C:27]([OH:28])=[CH:26][C:9]2[C@H:10]([NH:17][CH2:18][CH2:19][C:20]3[CH:25]=[CH:24][CH:23]=[CH:22][CH:21]=3)[C@@H:11]([OH:16])[C:12]([CH3:15])([CH3:14])[O:13][C:8]=2[CH:7]=1)=[O:4].[Cl-].[NH4+].